This data is from Reaction yield outcomes from USPTO patents with 853,638 reactions. The task is: Predict the reaction yield, written as a fraction of the theoretical maximum amount of product (1.0 means a 100% yield; for example, 0.34 means a 34% yield). (1) The reactants are [NH2:1][C:2]1[N:6]([CH3:7])[C:5]([CH3:8])=[N:4][C:3]=1[C:9]#N.[CH3:11][C:12]1[CH:17]=[CH:16][C:15]([Mg]Br)=[CH:14][CH:13]=1.Cl.[OH-:21].[Na+]. The catalyst is O1CCCC1. The product is [NH2:1][C:2]1[N:6]([CH3:7])[C:5]([CH3:8])=[N:4][C:3]=1[C:9]([C:15]1[CH:16]=[CH:17][C:12]([CH3:11])=[CH:13][CH:14]=1)=[O:21]. The yield is 0.510. (2) The reactants are [Br:1][C:2]1[CH:9]=[CH:8][C:5]([CH:6]=O)=[CH:4][CH:3]=1.[CH3:10][C@H:11]1[O:16][C@@H:15]([CH3:17])[CH2:14][NH:13][CH2:12]1.[BH-](OC(C)=O)(OC(C)=O)OC(C)=O.[Na+].CC(O)=O. The catalyst is ClCCCl. The product is [Br:1][C:2]1[CH:9]=[CH:8][C:5]([CH2:6][N:13]2[CH2:12][C@H:11]([CH3:10])[O:16][C@H:15]([CH3:17])[CH2:14]2)=[CH:4][CH:3]=1. The yield is 1.00. (3) The yield is 0.150. No catalyst specified. The product is [F:27][C:28]1[CH:50]=[CH:49][C:31]([CH2:32][N:33]2[CH2:38][CH2:37][CH2:36][N:35]([C:39]3[S:40][C:41]([C:45]([NH:58][CH2:57][C:53]4[CH:52]=[N:51][CH:56]=[CH:55][CH:54]=4)=[O:46])=[C:42]([CH3:44])[N:43]=3)[C:34]2=[O:48])=[CH:30][CH:29]=1. The reactants are ClC1C=CC2SC=C(CN3CCN(C4SC(C(O)=O)=C(C)N=4)C3=O)C=2C=1.[F:27][C:28]1[CH:50]=[CH:49][C:31]([CH2:32][N:33]2[CH2:38][CH2:37][CH2:36][N:35]([C:39]3[S:40][C:41]([C:45](O)=[O:46])=[C:42]([CH3:44])[N:43]=3)[C:34]2=[O:48])=[CH:30][CH:29]=1.[N:51]1[CH:56]=[CH:55][CH:54]=[C:53]([CH2:57][NH2:58])[CH:52]=1. (4) The reactants are Br[C:2]1[C:14]2[C:13]3[C:8](=[CH:9][C:10]([C:15]([N:17]4[CH2:22][CH2:21][N:20]([CH3:23])[CH2:19][CH2:18]4)=[O:16])=[CH:11][CH:12]=3)[NH:7][C:6]=2[C:5]([C:24]([NH2:26])=[O:25])=[CH:4][CH:3]=1.C(=O)([O-])[O-].[Na+].[Na+].[CH3:33][C:34]1[C:40](B2OC(C)(C)C(C)(C)O2)=[CH:39][CH:38]=[CH:37][C:35]=1[NH2:36]. The catalyst is C1(C)C(CCO)=CC=CC=1. The product is [NH2:36][C:35]1[C:34]([CH3:33])=[C:40]([C:2]2[C:14]3[C:13]4[C:8](=[CH:9][C:10]([C:15]([N:17]5[CH2:22][CH2:21][N:20]([CH3:23])[CH2:19][CH2:18]5)=[O:16])=[CH:11][CH:12]=4)[NH:7][C:6]=3[C:5]([C:24]([NH2:26])=[O:25])=[CH:4][CH:3]=2)[CH:39]=[CH:38][CH:37]=1. The yield is 0.650. (5) The reactants are [F:1][C:2]([F:29])([F:28])[O:3][C:4]1[CH:9]=[CH:8][C:7]([N:10]2[CH:14]=[N:13][C:12]([C:15]3[CH:27]=[CH:26][C:18](/[CH:19]=[N:20]/[NH:21][C:22](SC)=[S:23])=[CH:17][CH:16]=3)=[N:11]2)=[CH:6][CH:5]=1.[CH3:30][N:31]([CH3:39])[C:32]1[CH:37]=[CH:36][CH:35]=[C:34]([NH2:38])[CH:33]=1. The catalyst is CN(C=O)C. The product is [CH3:30][N:31]([CH3:39])[C:32]1[CH:33]=[C:34]([NH:38][C:22]([NH:21][N:20]=[CH:19][C:18]2[CH:17]=[CH:16][C:15]([C:12]3[N:13]=[CH:14][N:10]([C:7]4[CH:6]=[CH:5][C:4]([O:3][C:2]([F:28])([F:1])[F:29])=[CH:9][CH:8]=4)[N:11]=3)=[CH:27][CH:26]=2)=[S:23])[CH:35]=[CH:36][CH:37]=1. The yield is 0.780. (6) The reactants are Cl.[CH3:2][N:3]([CH3:10])[CH2:4]/[CH:5]=[CH:6]/[C:7](O)=[O:8].C(Cl)(C(Cl)=O)=O.[I:17][C:18]1[C:26]2[C:21](=[N:22][CH:23]=[N:24][C:25]=2[NH:27]C(=O)OC(C)(C)C)[N:20]([C:35]2[CH:40]=[CH:39][C:38]([NH:41][CH3:42])=[CH:37][CH:36]=2)[N:19]=1.C(O)(C(F)(F)F)=O. The catalyst is C(#N)C.CN(C=O)C.C(Cl)Cl. The product is [NH2:27][C:25]1[N:24]=[CH:23][N:22]=[C:21]2[N:20]([C:35]3[CH:36]=[CH:37][C:38]([N:41]([CH3:42])[C:7](=[O:8])/[CH:6]=[CH:5]/[CH2:4][N:3]([CH3:10])[CH3:2])=[CH:39][CH:40]=3)[N:19]=[C:18]([I:17])[C:26]=12. The yield is 1.00. (7) The reactants are O[C:2]1[C:10]([CH:11]([CH3:13])[CH3:12])=[CH:9][CH:8]=[CH:7][C:3]=1C(O)=O.[C:14](=[O:17])([O-])[O-:15].[K+].[K+].I[CH3:21].S(=O)(=O)(O)O.CN([CH:30]=[O:31])C. No catalyst specified. The product is [CH3:21][O:15][C:14](=[O:17])[C:8]1[CH:7]=[CH:3][CH:2]=[C:10]([CH:11]([CH3:13])[CH3:12])[C:9]=1[O:31][CH3:30]. The yield is 0.790.